This data is from Forward reaction prediction with 1.9M reactions from USPTO patents (1976-2016). The task is: Predict the product of the given reaction. Given the reactants [H-].[Na+].[Br:3][C:4]1[CH:5]=[C:6]([C:10]([OH:13])([CH3:12])[CH3:11])[CH:7]=[N:8][CH:9]=1.I[CH3:15], predict the reaction product. The product is: [Br:3][C:4]1[CH:9]=[N:8][CH:7]=[C:6]([C:10]([O:13][CH3:15])([CH3:11])[CH3:12])[CH:5]=1.